Dataset: Catalyst prediction with 721,799 reactions and 888 catalyst types from USPTO. Task: Predict which catalyst facilitates the given reaction. Reactant: [CH2:1]([N:3]1[C:7]2=[N:8][C:9]([CH2:33][CH3:34])=[C:10]([CH2:19][NH:20][C:21]([C:23]3[CH:24]=[C:25]([CH:29]=[C:30]([CH3:32])[CH:31]=3)[C:26](O)=[O:27])=[O:22])[C:11]([NH:12][CH:13]3[CH2:18][CH2:17][O:16][CH2:15][CH2:14]3)=[C:6]2[CH:5]=[N:4]1)[CH3:2].CN(C(ON1N=NC2C=CC=CC1=2)=[N+](C)C)C.F[P-](F)(F)(F)(F)F.Cl.[Br:60][C:61]1[CH:62]=[C:63]([CH2:67][NH2:68])[CH:64]=[CH:65][CH:66]=1. Product: [Br:60][C:61]1[CH:62]=[C:63]([CH2:67][NH:68][C:26]([C:25]2[CH:29]=[C:30]([CH3:32])[CH:31]=[C:23]([C:21]([NH:20][CH2:19][C:10]3[C:11]([NH:12][CH:13]4[CH2:18][CH2:17][O:16][CH2:15][CH2:14]4)=[C:6]4[CH:5]=[N:4][N:3]([CH2:1][CH3:2])[C:7]4=[N:8][C:9]=3[CH2:33][CH3:34])=[O:22])[CH:24]=2)=[O:27])[CH:64]=[CH:65][CH:66]=1. The catalyst class is: 4.